Task: Predict the product of the given reaction.. Dataset: Forward reaction prediction with 1.9M reactions from USPTO patents (1976-2016) (1) Given the reactants [Cl:1][C:2]1[CH:26]=[CH:25][C:5]([CH2:6][N:7]2[C:12](=[O:13])[C:11]([O:14][CH3:15])=[N:10][N:9]([C:16]3[CH:21]=[CH:20][CH:19]=[CH:18][C:17]=3[CH2:22]Br)[C:8]2=[O:24])=[CH:4][CH:3]=1.[C-:27]#[N:28].[K+], predict the reaction product. The product is: [Cl:1][C:2]1[CH:26]=[CH:25][C:5]([CH2:6][N:7]2[C:12](=[O:13])[C:11]([O:14][CH3:15])=[N:10][N:9]([C:16]3[CH:21]=[CH:20][CH:19]=[CH:18][C:17]=3[CH2:22][C:27]#[N:28])[C:8]2=[O:24])=[CH:4][CH:3]=1. (2) Given the reactants [NH2:1][C@@H:2]1[CH2:6][C@H:5]([CH2:7][OH:8])[C@@H:4]([OH:9])[C@H:3]1[OH:10].Cl.N[C:13]1[N:18]=[C:17](Cl)[CH:16]=[C:15]([Cl:20])[N:14]=1.CCN(CC)CC, predict the reaction product. The product is: [Cl:20][C:15]1[N:14]=[CH:13][N:18]=[C:17]([NH:1][C@@H:2]2[CH2:6][C@H:5]([CH2:7][OH:8])[C@@H:4]([OH:9])[C@H:3]2[OH:10])[CH:16]=1. (3) Given the reactants [CH3:1][N:2]([CH:20]([C:23]1[CH:28]=[CH:27][CH:26]=[CH:25][CH:24]=1)C=C)[C:3]([C@@H:5]([NH:9][C:10](=[O:19])[O:11][CH2:12][C:13]1[CH:18]=[CH:17][CH:16]=[CH:15][CH:14]=1)[CH2:6][CH:7]=[CH2:8])=[O:4], predict the reaction product. The product is: [CH3:1][N:2]1[C@H:20]([C:23]2[CH:24]=[CH:25][CH:26]=[CH:27][CH:28]=2)[CH:8]=[CH:7][CH2:6][C@H:5]([NH:9][C:10](=[O:19])[O:11][CH2:12][C:13]2[CH:18]=[CH:17][CH:16]=[CH:15][CH:14]=2)[C:3]1=[O:4].[CH3:1][N:2]1[C@@H:20]([C:23]2[CH:24]=[CH:25][CH:26]=[CH:27][CH:28]=2)[CH:8]=[CH:7][CH2:6][C@H:5]([NH:9][C:10](=[O:19])[O:11][CH2:12][C:13]2[CH:18]=[CH:17][CH:16]=[CH:15][CH:14]=2)[C:3]1=[O:4]. (4) Given the reactants [CH3:1][N:2]1[CH2:7][CH2:6][N:5]([C:8]2[CH:13]=[CH:12][C:11]([N+:14]([O-])=O)=[C:10]([N:17]3[CH2:22][CH2:21][CH2:20][CH2:19][CH2:18]3)[CH:9]=2)[CH2:4][CH2:3]1.NC1C=CC=CC=1.[C:30]([C:32]1[O:36][C:35]([C:37](O)=[O:38])=[CH:34][CH:33]=1)#[N:31].C(Cl)(=O)C(Cl)=O.CCN(C(C)C)C(C)C, predict the reaction product. The product is: [CH3:1][N:2]1[CH2:7][CH2:6][N:5]([C:8]2[CH:13]=[CH:12][C:11]([NH:14][C:37]([C:35]3[O:36][C:32]([C:30]#[N:31])=[CH:33][CH:34]=3)=[O:38])=[C:10]([N:17]3[CH2:22][CH2:21][CH2:20][CH2:19][CH2:18]3)[CH:9]=2)[CH2:4][CH2:3]1. (5) Given the reactants [Br:1][C:2]1[CH:11]=[CH:10][C:9]([OH:12])=[CH:8][C:3]=1[C:4]([O:6][CH3:7])=[O:5].C(=O)([O-])[O-].[Cs+].[Cs+].Cl[C:20]([F:26])([F:25])C(OC)=O, predict the reaction product. The product is: [Br:1][C:2]1[CH:11]=[CH:10][C:9]([O:12][CH:20]([F:26])[F:25])=[CH:8][C:3]=1[C:4]([O:6][CH3:7])=[O:5]. (6) The product is: [C:1]([NH:5][C:6]1[C:15]2[C:10](=[C:11]([NH:16][C:20](=[O:21])[C:19]3[CH:23]=[CH:24][C:25]([F:35])=[C:26]([CH2:27][NH:28][C:29](=[O:34])[C:30]([CH3:31])([CH3:32])[CH3:33])[C:18]=3[Cl:17])[CH:12]=[CH:13][CH:14]=2)[N:9]=[CH:8][N:7]=1)([CH3:4])([CH3:2])[CH3:3]. Given the reactants [C:1]([NH:5][C:6]1[C:15]2[C:10](=[C:11]([NH2:16])[CH:12]=[CH:13][CH:14]=2)[N:9]=[CH:8][N:7]=1)([CH3:4])([CH3:3])[CH3:2].[Cl:17][C:18]1[C:26]([CH2:27][NH:28][C:29](=[O:34])[C:30]([CH3:33])([CH3:32])[CH3:31])=[C:25]([F:35])[CH:24]=[CH:23][C:19]=1[C:20](O)=[O:21].C(Cl)(=O)C(Cl)=O.CCN(C(C)C)C(C)C, predict the reaction product.